Dataset: Forward reaction prediction with 1.9M reactions from USPTO patents (1976-2016). Task: Predict the product of the given reaction. (1) Given the reactants [NH2:1][CH:2]1[CH2:7][CH2:6][O:5][CH2:4][CH2:3]1.C1(N[C:15]2[CH:20]=[C:19]([Sn:21]([CH3:24])([CH3:23])[CH3:22])[CH:18]=[CH:17][N:16]=2)CCCCC1, predict the reaction product. The product is: [O:5]1[CH2:6][CH2:7][CH:2]([NH:1][C:15]2[CH:20]=[C:19]([Sn:21]([CH3:24])([CH3:23])[CH3:22])[CH:18]=[CH:17][N:16]=2)[CH2:3][CH2:4]1. (2) Given the reactants [NH2:1][C:2]1[CH:11]=[CH:10][C:5]([C:6]([O:8][CH3:9])=[O:7])=[CH:4][C:3]=1I.C(=O)([O-])[O-].[K+].[K+].[C:19](OCC)(=O)[CH3:20].O, predict the reaction product. The product is: [NH2:1][C:2]1[CH:11]=[CH:10][C:5]([C:6]([O:8][CH3:9])=[O:7])=[CH:4][C:3]=1[CH:19]=[CH2:20]. (3) Given the reactants [CH:1]1([C:4]2[N:8]([CH3:9])[N:7]([C:10]3[CH:15]=[CH:14][CH:13]=[CH:12][CH:11]=3)[C:6](=[O:16])[CH:5]=2)[CH2:3][CH2:2]1.[Br:17]N1C(=O)CCC1=O, predict the reaction product. The product is: [Br:17][C:5]1[C:6](=[O:16])[N:7]([C:10]2[CH:11]=[CH:12][CH:13]=[CH:14][CH:15]=2)[N:8]([CH3:9])[C:4]=1[CH:1]1[CH2:2][CH2:3]1. (4) Given the reactants Br[C:2]1[CH:3]=[C:4]([CH:16]=[C:17]([O:19][C:20]([F:23])([F:22])[F:21])[CH:18]=1)[C:5]([NH:7][CH2:8][C:9]1[CH:10]=[N:11][C:12]([CH3:15])=[CH:13][CH:14]=1)=[O:6].[CH3:24][C:25]1[CH:26]=[CH:27][C:28]([Sn](CCCC)(CCCC)CCCC)=[N:29][CH:30]=1, predict the reaction product. The product is: [CH3:24][C:25]1[CH:26]=[CH:27][C:28]([C:2]2[CH:3]=[C:4]([CH:16]=[C:17]([O:19][C:20]([F:23])([F:22])[F:21])[CH:18]=2)[C:5]([NH:7][CH2:8][C:9]2[CH:10]=[N:11][C:12]([CH3:15])=[CH:13][CH:14]=2)=[O:6])=[N:29][CH:30]=1. (5) Given the reactants O=[CH:2][C@@H:3]([CH2:5][OH:6])[OH:4].Cl.[CH2:8]1[C:14]2[CH:15]=[CH:16][C:17]([C:19]3[N:23]=[C:22]([C:24]4[CH:25]=[CH:26][C:27]([O:32][CH2:33][C:34]([F:37])([F:36])[F:35])=[C:28]([CH:31]=4)[C:29]#[N:30])[O:21][N:20]=3)=[CH:18][C:13]=2[CH2:12][CH2:11][NH:10][CH2:9]1.C(O[BH-](OC(=O)C)OC(=O)C)(=O)C.[Na+].C(=O)([O-])O.[Na+], predict the reaction product. The product is: [OH:4][C@H:3]([CH2:5][OH:6])[CH2:2][N:10]1[CH2:9][CH2:8][C:14]2[CH:15]=[CH:16][C:17]([C:19]3[N:23]=[C:22]([C:24]4[CH:25]=[CH:26][C:27]([O:32][CH2:33][C:34]([F:37])([F:35])[F:36])=[C:28]([CH:31]=4)[C:29]#[N:30])[O:21][N:20]=3)=[CH:18][C:13]=2[CH2:12][CH2:11]1.